This data is from Catalyst prediction with 721,799 reactions and 888 catalyst types from USPTO. The task is: Predict which catalyst facilitates the given reaction. (1) Reactant: [F:1][C:2]1[CH:21]=[CH:20][C:5]([C:6]([NH:8][C:9]2[N:14]=[CH:13][C:12]([CH:15]([CH3:19])[C:16]([OH:18])=O)=[CH:11][CH:10]=2)=[O:7])=[CH:4][CH:3]=1.ON1C2C=CC=CC=2N=N1.C(N=C=NCCCN(C)C)C.C(N(CC)CC)C.[C:50]([C:54]1[CH:58]=[C:57]([CH2:59][NH2:60])[N:56]([C:61]2[CH:66]=[CH:65][CH:64]=[C:63]([Cl:67])[CH:62]=2)[N:55]=1)([CH3:53])([CH3:52])[CH3:51]. Product: [C:50]([C:54]1[CH:58]=[C:57]([CH2:59][NH:60][C:16](=[O:18])[CH:15]([C:12]2[CH:11]=[CH:10][C:9]([NH:8][C:6](=[O:7])[C:5]3[CH:4]=[CH:3][C:2]([F:1])=[CH:21][CH:20]=3)=[N:14][CH:13]=2)[CH3:19])[N:56]([C:61]2[CH:66]=[CH:65][CH:64]=[C:63]([Cl:67])[CH:62]=2)[N:55]=1)([CH3:53])([CH3:51])[CH3:52]. The catalyst class is: 35. (2) Reactant: [Cl:1][C:2]1[CH:3]=[C:4]([C:8]#[C:9][C:10]2[NH:11][O:12][CH:13]3[NH:17][CH2:16][CH2:15][C:14]=23)[CH:5]=[CH:6][CH:7]=1.C(N(CC)CC)C.[N:25]1([C:31](Cl)=[O:32])[CH2:30][CH2:29][O:28][CH2:27][CH2:26]1.O. Product: [Cl:1][C:2]1[CH:3]=[C:4]([C:8]#[C:9][C:10]2[CH:14]3[CH2:15][CH2:16][N:17]([C:31]([N:25]4[CH2:30][CH2:29][O:28][CH2:27][CH2:26]4)=[O:32])[CH:13]3[O:12][N:11]=2)[CH:5]=[CH:6][CH:7]=1. The catalyst class is: 4. (3) Reactant: C[Sn](C)(C)[C:3]1[CH:4]=[C:5]([CH:10]=[CH:11][N:12]=1)[C:6]([O:8][CH3:9])=[O:7].Br[C:16]1[CH:21]=[C:20]([CH:22]=[CH:23][C:24]2[S:25][CH:26]=[C:27]3[O:32][CH2:31][CH2:30][O:29][C:28]=23)[CH:19]=[CH:18][N:17]=1. Product: [CH2:30]1[CH2:31][O:32][C:27]2[C:28](=[C:24]([CH:23]=[CH:22][C:20]3[CH:21]=[CH:16][N:17]=[C:18]([C:3]4[CH:4]=[C:5]([C:6]([O:8][CH3:9])=[O:7])[CH:10]=[CH:11][N:12]=4)[CH:19]=3)[S:25][CH:26]=2)[O:29]1. The catalyst class is: 109. (4) Reactant: Cl[C:2]1[CH:15]=[CH:14][C:13]2[C:4](=[C:5]3[C:10](=[CH:11][CH:12]=2)[CH:9]=[CH:8][CH:7]=[N:6]3)[N:3]=1.C1(C2C=CC=CC=2)C=CC=CC=1[N:22]1[CH:27]=[N:26][C:25]([C:28]2[CH:33]=[C:32](B3OC(C)(C)C(C)(C)O3)[CH:31]=[C:30](B3OC(C)(C)C(C)(C)O3)[CH:29]=2)=[N:24][CH2:23]1.[Cl-].[Li+].C(=O)([O-])[O-].[Na+].[Na+].[C:66]1([CH3:72])[CH:71]=[CH:70][CH:69]=[CH:68][CH:67]=1. Product: [C:66]1([C:72]2[CH:12]=[CH:13][CH:4]=[CH:5][CH:10]=2)[CH:71]=[CH:70][CH:69]=[CH:68][C:67]=1[N:22]1[CH:27]=[N:26][C:25]([C:28]2[CH:29]=[C:30]([C:2]3[CH:15]=[CH:14][C:13]4[C:4](=[C:5]5[C:10](=[CH:11][CH:12]=4)[CH:9]=[CH:8][CH:7]=[N:6]5)[N:3]=3)[CH:31]=[C:32]([C:7]3[CH:8]=[CH:9][C:10]4[C:5](=[C:4]5[C:13](=[CH:12][CH:11]=4)[CH:14]=[CH:15][CH:2]=[N:3]5)[N:6]=3)[CH:33]=2)=[N:24][CH2:23]1. The catalyst class is: 461. (5) Reactant: Cl.[Br:2][C:3]1[CH:8]=[CH:7][N:6]=[CH:5][CH:4]=1.[CH2:9]([Mg]Cl)[CH2:10][CH3:11].C(OCC)C.ClC(OC1C=CC=CC=1)=O.C1(Cl)C(Cl)=C(Cl)C(=O)C(=O)C=1Cl.[OH-].[Na+]. Product: [Br:2][C:3]1[CH:8]=[CH:7][N:6]=[C:5]([CH2:9][CH2:10][CH3:11])[CH:4]=1. The catalyst class is: 506. (6) Reactant: [CH2:1]([C@H:8]([CH2:12][C:13]([O:15]C(C)(C)C)=[O:14])[C:9]([OH:11])=O)[C:2]1[CH:7]=[CH:6][CH:5]=[CH:4][CH:3]=1.[CH3:20][O:21][C:22]1[N:27]=[CH:26][C:25](B(O)O)=[CH:24][CH:23]=1.[CH2:31]([O:38][CH2:39][CH2:40][NH:41][C:42]1[S:43][CH:44]=[C:45]([C:47]2[CH:52]=[CH:51][CH:50]=[CH:49][C:48]=2[Br:53])[N:46]=1)[C:32]1[CH:37]=[CH:36][CH:35]=[CH:34][CH:33]=1. Product: [CH2:1]([C@@H:8]([C:9]([N:41]([CH2:40][CH2:39][OH:38])[C:42]1[S:43][CH:44]=[C:45]([C:47]2[CH:52]=[CH:51][CH:50]=[CH:49][C:48]=2[C:25]2[CH:26]=[N:27][C:22]([O:21][CH3:20])=[CH:23][CH:24]=2)[N:46]=1)=[O:11])[CH2:12][C:13]([OH:15])=[O:14])[C:2]1[CH:3]=[CH:4][CH:5]=[CH:6][CH:7]=1.[CH2:31]([O:38][CH2:39][CH2:40][NH:41][C:42]1[S:43][CH:44]=[C:45]([C:47]2[CH:52]=[CH:51][CH:50]=[CH:49][C:48]=2[Br:53])[N:46]=1)[C:32]1[CH:33]=[CH:34][CH:35]=[CH:36][CH:37]=1. The catalyst class is: 2. (7) Reactant: [F:1][C:2]([C:5]1[CH:10]=[CH:9][N:8]=[C:7]([O:11][C:12]2[CH:17]=[CH:16][C:15]([CH2:18][CH2:19][NH:20][C:21]3[C:30]4[C:25](=[N:26][CH:27]=[CH:28][N:29]=4)[N:24]=[CH:23][N:22]=3)=[CH:14][C:13]=2[O:31]C)[CH:6]=1)([F:4])[CH3:3].B(Br)(Br)Br.CCCCCC. Product: [F:4][C:2]([C:5]1[CH:10]=[CH:9][N:8]=[C:7]([O:11][C:12]2[CH:17]=[CH:16][C:15]([CH2:18][CH2:19][NH:20][C:21]3[C:30]4[C:25](=[N:26][CH:27]=[CH:28][N:29]=4)[N:24]=[CH:23][N:22]=3)=[CH:14][C:13]=2[OH:31])[CH:6]=1)([F:1])[CH3:3]. The catalyst class is: 2.